This data is from Forward reaction prediction with 1.9M reactions from USPTO patents (1976-2016). The task is: Predict the product of the given reaction. (1) Given the reactants [CH3:1][N:2]1[CH2:7][CH2:6][NH:5][CH2:4][CH2:3]1.ClC[C:10]1[CH:39]=[CH:38][C:13]([C:14]([NH:16][C:17]2[CH:22]=[CH:21][C:20]([CH3:23])=[C:19]([NH:24][C:25]3[N:30]=[C:29]([C:31]4[CH:32]=[N+:33]([O-:37])[CH:34]=[CH:35][CH:36]=4)[CH:28]=[CH:27][N:26]=3)[CH:18]=2)=[O:15])=[CH:12][CH:11]=1.[C:40](OCC)(=O)C, predict the reaction product. The product is: [CH3:1][N:2]1[CH2:7][CH2:6][N:5]([C:11]2[C:12]([CH3:40])=[C:13]([CH:38]=[CH:39][CH:10]=2)[C:14]([NH:16][C:17]2[CH:22]=[CH:21][C:20]([CH3:23])=[C:19]([NH:24][C:25]3[N:30]=[C:29]([C:31]4[CH:32]=[N+:33]([O-:37])[CH:34]=[CH:35][CH:36]=4)[CH:28]=[CH:27][N:26]=3)[CH:18]=2)=[O:15])[CH2:4][CH2:3]1. (2) Given the reactants [Cl:1][C:2]1[CH:7]=[CH:6][C:5]([C:8]2[CH:9]=[C:10]([NH2:20])[CH:11]=[N:12][C:13]=2[O:14][CH2:15][C:16]([F:19])([F:18])[F:17])=[CH:4][CH:3]=1.[CH3:21][O:22][C:23]1[CH:24]=[C:25]([C:29](O)=[O:30])[CH:26]=[N:27][CH:28]=1, predict the reaction product. The product is: [Cl:1][C:2]1[CH:3]=[CH:4][C:5]([C:8]2[CH:9]=[C:10]([NH:20][C:29](=[O:30])[C:25]3[CH:24]=[C:23]([O:22][CH3:21])[CH:28]=[N:27][CH:26]=3)[CH:11]=[N:12][C:13]=2[O:14][CH2:15][C:16]([F:17])([F:18])[F:19])=[CH:6][CH:7]=1. (3) Given the reactants [Cl:1][C:2]1[C:3]([O:9][C:10]2[CH:15]=[C:14]([O:16][CH:17]([CH3:19])[CH3:18])[CH:13]=[CH:12][C:11]=2[CH2:20][CH2:21][CH2:22][OH:23])=[N:4][CH:5]=[C:6]([Cl:8])[CH:7]=1.O[C:25]1[C:30]([CH2:31][C:32]([O:34]C)=[O:33])=[CH:29][CH:28]=[CH:27][N:26]=1.C(P(CCCC)CCCC)CCC.N(C(N1CCCCC1)=O)=NC(N1CCCCC1)=O.O1CCCC1CO.[OH-].[Na+].Cl, predict the reaction product. The product is: [Cl:1][C:2]1[C:3]([O:9][C:10]2[CH:15]=[C:14]([O:16][CH:17]([CH3:18])[CH3:19])[CH:13]=[CH:12][C:11]=2[CH2:20][CH2:21][CH2:22][O:23][C:25]2[C:30]([CH2:31][C:32]([OH:34])=[O:33])=[CH:29][CH:28]=[CH:27][N:26]=2)=[N:4][CH:5]=[C:6]([Cl:8])[CH:7]=1. (4) Given the reactants [CH3:1][C:2]1[CH:3]=[C:4](B(O)O)[CH:5]=[CH:6][CH:7]=1.[F-].[Cs+].[CH3:13][C:14]([C:16]1[CH:21]=[CH:20][C:19](Cl)=[CH:18][CH:17]=1)=[O:15], predict the reaction product. The product is: [CH3:1][C:2]1[CH:3]=[C:4]([C:19]2[CH:20]=[CH:21][C:16]([C:14](=[O:15])[CH3:13])=[CH:17][CH:18]=2)[CH:5]=[CH:6][CH:7]=1. (5) Given the reactants CON(C)[C:4]([C:6]1[C:11]([N:12]([S:16]([C:19]2[CH:24]=[CH:23][C:22]([Cl:25])=[C:21]([C:26]([F:29])([F:28])[F:27])[CH:20]=2)(=[O:18])=[O:17])COC)=[CH:10][C:9]([Cl:30])=[CH:8][N:7]=1)=[O:5].I[C:33]1[N:41]=[CH:40][N:39]=[C:38]2[C:34]=1[N:35]=[CH:36][N:37]2COCC[Si](C)(C)C.CO.Cl, predict the reaction product. The product is: [Cl:25][C:22]1[CH:23]=[CH:24][C:19]([S:16]([NH:12][C:11]2[C:6]([C:4]([C:33]3[N:41]=[CH:40][N:39]=[C:38]4[C:34]=3[N:35]=[CH:36][NH:37]4)=[O:5])=[N:7][CH:8]=[C:9]([Cl:30])[CH:10]=2)(=[O:17])=[O:18])=[CH:20][C:21]=1[C:26]([F:27])([F:28])[F:29]. (6) Given the reactants C[N:2](C)/[CH:3]=[CH:4]\[C:5]([C:7]1[CH:12]=[CH:11][C:10]([C:13]2([C:20]3[CH:25]=[CH:24][C:23]([O:26][CH2:27][C:28]4[CH:33]=[CH:32][CH:31]=[CH:30][N:29]=4)=[CH:22][CH:21]=3)[CH2:18][CH:17]3[CH2:19][CH:14]2[CH2:15][CH2:16]3)=[CH:9][CH:8]=1)=[O:6].Cl.NO, predict the reaction product. The product is: [O:6]1[C:5]([C:7]2[CH:12]=[CH:11][C:10]([C@:13]3([C:20]4[CH:25]=[CH:24][C:23]([O:26][CH2:27][C:28]5[CH:33]=[CH:32][CH:31]=[CH:30][N:29]=5)=[CH:22][CH:21]=4)[CH2:18][CH:17]4[CH2:19][CH:14]3[CH2:15][CH2:16]4)=[CH:9][CH:8]=2)=[CH:4][CH:3]=[N:2]1. (7) The product is: [C:25]([CH:24]1[CH2:23][S:22](=[O:29])(=[O:28])[CH2:21][N:20]1[C:18]([O:17][C:13]([CH3:16])([CH3:15])[CH3:14])=[O:19])(=[O:26])[NH2:3]. Given the reactants C(N1C=CN=C1)([N:3]1C=CN=C1)=O.[C:13]([O:17][C:18]([N:20]1[CH:24]([C:25](O)=[O:26])[CH2:23][S:22](=[O:29])(=[O:28])[CH2:21]1)=[O:19])([CH3:16])([CH3:15])[CH3:14], predict the reaction product. (8) Given the reactants [Si:1]([O:8][CH:9]([C:22]1[O:23][CH:24]=[CH:25][N:26]=1)[CH2:10][CH2:11][CH2:12][CH2:13][CH2:14][CH2:15][C:16]1[CH:21]=[CH:20][CH:19]=[CH:18][CH:17]=1)([C:4]([CH3:7])([CH3:6])[CH3:5])([CH3:3])[CH3:2].CN(C)[C:29](=[O:31])[CH3:30], predict the reaction product. The product is: [Si:1]([O:8][CH:9]([C:22]1[O:23][C:24]([C:29](=[O:31])[CH3:30])=[CH:25][N:26]=1)[CH2:10][CH2:11][CH2:12][CH2:13][CH2:14][CH2:15][C:16]1[CH:21]=[CH:20][CH:19]=[CH:18][CH:17]=1)([C:4]([CH3:7])([CH3:5])[CH3:6])([CH3:2])[CH3:3]. (9) Given the reactants [ClH:1].[C:2]12([C:12]3[N:13]=[C:14]4[N:18]([CH:19]=3)[C:17]([C:20]3[CH:21]=[CH:22][C:23]([O:27][CH3:28])=[C:24]([NH2:26])[CH:25]=3)=[CH:16][S:15]4)[CH2:11][CH:6]3[CH2:7][CH:8]([CH2:10][CH:4]([CH2:5]3)[CH2:3]1)[CH2:9]2.[C:29](OC(=O)C)(=[O:31])[CH3:30], predict the reaction product. The product is: [ClH:1].[C:2]12([C:12]3[N:13]=[C:14]4[N:18]([CH:19]=3)[C:17]([C:20]3[CH:21]=[CH:22][C:23]([O:27][CH3:28])=[C:24]([NH:26][C:29](=[O:31])[CH3:30])[CH:25]=3)=[CH:16][S:15]4)[CH2:11][CH:6]3[CH2:5][CH:4]([CH2:10][CH:8]([CH2:7]3)[CH2:9]1)[CH2:3]2. (10) Given the reactants C(OC([N:8]1[CH2:14][CH2:13][CH2:12][N:11]([C:15]2[N:19]([CH2:20][CH2:21][N:22]3[CH:26]=[CH:25][CH:24]=[N:23]3)[C:18]3[CH:27]=[CH:28][CH:29]=[CH:30][C:17]=3[N:16]=2)[CH2:10][CH2:9]1)=O)(C)(C)C.[IH:31].CCOCC, predict the reaction product. The product is: [IH:31].[IH:31].[N:11]1([C:15]2[N:19]([CH2:20][CH2:21][N:22]3[CH:26]=[CH:25][CH:24]=[N:23]3)[C:18]3[CH:27]=[CH:28][CH:29]=[CH:30][C:17]=3[N:16]=2)[CH2:12][CH2:13][CH2:14][NH:8][CH2:9][CH2:10]1.